Dataset: Peptide-MHC class II binding affinity with 134,281 pairs from IEDB. Task: Regression. Given a peptide amino acid sequence and an MHC pseudo amino acid sequence, predict their binding affinity value. This is MHC class II binding data. (1) The peptide sequence is DWSTRLRNDGNAI. The MHC is HLA-DPA10201-DPB10501 with pseudo-sequence HLA-DPA10201-DPB10501. The binding affinity (normalized) is 0.0206. (2) The peptide sequence is KKVGQVTLLDLLKLTVA. The MHC is HLA-DQA10501-DQB10302 with pseudo-sequence HLA-DQA10501-DQB10302. The binding affinity (normalized) is 0.282.